Dataset: Full USPTO retrosynthesis dataset with 1.9M reactions from patents (1976-2016). Task: Predict the reactants needed to synthesize the given product. (1) Given the product [CH3:9][NH2:10].[F:2][C:3]1[CH:8]=[CH:7][C:6]([C:9]2[C:14](/[CH:15]=[CH:16]/[C@@H:17]([OH:25])[CH2:18][C@@H:19]([OH:24])[CH2:20][C:21]([OH:23])=[O:22])=[C:13]([CH:26]([CH3:28])[CH3:27])[N:12]=[C:11]([N:29]([CH3:34])[S:30]([CH3:33])(=[O:32])=[O:31])[N:10]=2)=[CH:5][CH:4]=1, predict the reactants needed to synthesize it. The reactants are: [Na+].[F:2][C:3]1[CH:8]=[CH:7][C:6]([C:9]2[C:14](/[CH:15]=[CH:16]/[C@@H:17]([OH:25])[CH2:18][C@@H:19]([OH:24])[CH2:20][C:21]([O-:23])=[O:22])=[C:13]([CH:26]([CH3:28])[CH3:27])[N:12]=[C:11]([N:29]([CH3:34])[S:30]([CH3:33])(=[O:32])=[O:31])[N:10]=2)=[CH:5][CH:4]=1. (2) Given the product [CH3:15][C:16]([OH:17])([CH3:19])[CH2:18][N:12]1[CH:13]=[C:9]([B:4]2[O:5][C:6]([CH3:7])([CH3:8])[C:2]([CH3:14])([CH3:1])[O:3]2)[CH:10]=[N:11]1, predict the reactants needed to synthesize it. The reactants are: [CH3:1][C:2]1([CH3:14])[C:6]([CH3:8])([CH3:7])[O:5][B:4]([C:9]2[CH:10]=[N:11][NH:12][CH:13]=2)[O:3]1.[CH3:15][C:16]1([CH3:19])[CH2:18][O:17]1.C([O-])([O-])=O.[Cs+].[Cs+]. (3) The reactants are: [Br:1][C:2]1[CH:3]=[CH:4][C:5]([O:9][CH3:10])=[C:6]([OH:8])[CH:7]=1.C(O)(C(F)(F)F)=O.C1C(=O)N([Cl:25])C(=O)C1. Given the product [Br:1][C:2]1[C:3]([Cl:25])=[CH:4][C:5]([O:9][CH3:10])=[C:6]([OH:8])[CH:7]=1, predict the reactants needed to synthesize it. (4) Given the product [CH:20]1([C:5]2[CH:4]=[CH:3][C:2]([O:31][C:25]3[CH:26]=[CH:27][C:28]([Cl:30])=[CH:29][C:24]=3[Cl:23])=[CH:7][C:6]=2[CH:8]2[C:13](=[O:14])[C:12]([CH3:16])([CH3:15])[O:11][C:10]([CH3:17])([CH3:18])[C:9]2=[O:19])[CH2:21][CH2:22]1, predict the reactants needed to synthesize it. The reactants are: Br[C:2]1[CH:3]=[CH:4][C:5]([CH:20]2[CH2:22][CH2:21]2)=[C:6]([CH:8]2[C:13](=[O:14])[C:12]([CH3:16])([CH3:15])[O:11][C:10]([CH3:18])([CH3:17])[C:9]2=[O:19])[CH:7]=1.[Cl:23][C:24]1[CH:29]=[C:28]([Cl:30])[CH:27]=[CH:26][C:25]=1[OH:31].C(=O)([O-])[O-].[Cs+].[Cs+]. (5) Given the product [Br:1][C:2]1[CH:10]=[C:9]2[C:5]([C:6]([F:13])([F:12])[C:7](=[O:11])[N:8]2[CH3:14])=[CH:4][CH:3]=1, predict the reactants needed to synthesize it. The reactants are: [Br:1][C:2]1[CH:10]=[C:9]2[C:5]([C:6]([F:13])([F:12])[C:7](=[O:11])[NH:8]2)=[CH:4][CH:3]=1.[CH3:14]I. (6) Given the product [CH3:15][O:16][C:17](=[O:48])[CH:18]([NH:47][C:4](=[O:6])[C:3]1[CH:7]=[C:8]([C:11]([F:14])([F:13])[F:12])[CH:9]=[CH:10][C:2]=1[F:1])[CH2:19][S:20][CH2:21][C:22]1[CH:27]=[CH:26][C:25]([C:28]2[CH:29]=[CH:30][C:31]([C:34]3[C:39]4[O:40][C:41]5[CH:46]=[CH:45][CH:44]=[CH:43][C:42]=5[C:38]=4[CH:37]=[CH:36][CH:35]=3)=[CH:32][CH:33]=2)=[CH:24][CH:23]=1, predict the reactants needed to synthesize it. The reactants are: [F:1][C:2]1[CH:10]=[CH:9][C:8]([C:11]([F:14])([F:13])[F:12])=[CH:7][C:3]=1[C:4]([OH:6])=O.[CH3:15][O:16][C:17](=[O:48])[CH:18]([NH2:47])[CH2:19][S:20][CH2:21][C:22]1[CH:27]=[CH:26][C:25]([C:28]2[CH:33]=[CH:32][C:31]([C:34]3[C:39]4[O:40][C:41]5[CH:46]=[CH:45][CH:44]=[CH:43][C:42]=5[C:38]=4[CH:37]=[CH:36][CH:35]=3)=[CH:30][CH:29]=2)=[CH:24][CH:23]=1.CCN=C=NCCCN(C)C.C(N(CC)CC)C. (7) Given the product [OH:1][C:2]([C:3]1[O:8][C:7]([C:9]2[S:10][C:11]([C:23]3[C:32]4[C:27](=[CH:28][CH:29]=[CH:30][CH:31]=4)[C:26]([S:33]([NH:36][C@@H:37]([CH3:42])[C:38]([F:41])([F:40])[F:39])(=[O:35])=[O:34])=[CH:25][CH:24]=3)=[C:12]([C:14]([N:16]3[CH2:17][CH2:18][CH:19]([CH3:22])[CH2:20][CH2:21]3)=[O:15])[N:13]=2)=[N:6][N:5]=1)([CH3:44])[CH3:43], predict the reactants needed to synthesize it. The reactants are: [OH:1][C:2]([CH3:44])([CH3:43])[C:3]([NH:5][NH:6][C:7]([C:9]1[S:10][C:11]([C:23]2[C:32]3[C:27](=[CH:28][CH:29]=[CH:30][CH:31]=3)[C:26]([S:33]([NH:36][C@@H:37]([CH3:42])[C:38]([F:41])([F:40])[F:39])(=[O:35])=[O:34])=[CH:25][CH:24]=2)=[C:12]([C:14]([N:16]2[CH2:21][CH2:20][CH:19]([CH3:22])[CH2:18][CH2:17]2)=[O:15])[N:13]=1)=[O:8])=O.CC1C=CC(S(Cl)(=O)=O)=CC=1.C(Cl)Cl.